Task: Binary Classification. Given a miRNA mature sequence and a target amino acid sequence, predict their likelihood of interaction.. Dataset: Experimentally validated miRNA-target interactions with 360,000+ pairs, plus equal number of negative samples The protein sequence of the target gene is MAEAELHKERLQAIAEKRKRQTEIEGKRRQLDEQVLLLQHSKSKVLREKWLLQGVPAGTAEEEEARRRQSEEDEFKVKQLEDNIQRLEQEIQALESEESQISAKEQIILEKLKETEKSFKDLQKSFSTADGAIYAMEINVEKDKQTGETKILSASTIGPEGVHQRGVKVYDDGTKVVYEVHSGGTVVENGVHKLSAKDVEELIQKAGQSSFRRHMSERTVVADGSLGHPKEHMLCKEAKLEMVQKSRKDQSSGNPGQQAQPPITEEPGANLDQPVTMIFMGYQNIEDEEETKKVLGYDET.... Result: 0 (no interaction). The miRNA is mmu-miR-126a-3p with sequence UCGUACCGUGAGUAAUAAUGCG.